The task is: Predict the reactants needed to synthesize the given product.. This data is from Full USPTO retrosynthesis dataset with 1.9M reactions from patents (1976-2016). (1) Given the product [CH2:26]([O:25][CH2:24][C:16]1([CH2:20][OH:21])[CH2:17][CH2:18][CH2:19][C:13]2([O:12][C:11](=[O:33])[N:10]([CH2:9][C:6]3[CH:7]=[CH:8][C:3]([O:2][CH3:1])=[CH:4][CH:5]=3)[CH2:14]2)[CH2:15]1)[C:27]1[CH:32]=[CH:31][CH:30]=[CH:29][CH:28]=1, predict the reactants needed to synthesize it. The reactants are: [CH3:1][O:2][C:3]1[CH:8]=[CH:7][C:6]([CH2:9][N:10]2[CH2:14][C:13]3([CH2:19][CH2:18][CH2:17][C:16]([CH2:24][O:25][CH2:26][C:27]4[CH:32]=[CH:31][CH:30]=[CH:29][CH:28]=4)([C:20](OC)=[O:21])[CH2:15]3)[O:12][C:11]2=[O:33])=[CH:5][CH:4]=1.[H-].[Al+3].[Li+].[H-].[H-].[H-].[BH4-].[Li+]. (2) Given the product [OH:1][CH:2]1[CH:7]([C:8]2[CH:9]=[CH:10][C:11]([O:14][CH3:40])=[CH:12][CH:13]=2)[CH:6]([O:15][Si:16]([CH:17]([CH3:18])[CH3:19])([CH:20]([CH3:22])[CH3:21])[CH:23]([CH3:24])[CH3:25])[CH2:5][N:4]([C:26]([O:28][CH2:29][C:30]2[CH:31]=[CH:32][CH:33]=[CH:34][CH:35]=2)=[O:27])[CH2:3]1, predict the reactants needed to synthesize it. The reactants are: [OH:1][CH:2]1[CH:7]([C:8]2[CH:13]=[CH:12][C:11]([OH:14])=[CH:10][CH:9]=2)[CH:6]([O:15][Si:16]([CH:23]([CH3:25])[CH3:24])([CH:20]([CH3:22])[CH3:21])[CH:17]([CH3:19])[CH3:18])[CH2:5][N:4]([C:26]([O:28][CH2:29][C:30]2[CH:35]=[CH:34][CH:33]=[CH:32][CH:31]=2)=[O:27])[CH2:3]1.S(OC)(O[CH3:40])(=O)=O.C(=O)([O-])[O-].[K+].[K+]. (3) Given the product [CH3:38][N:37]([CH3:40])[CH2:36][CH2:35][NH:39][C:32]([C:28]1[CH:29]=[CH:30][CH:31]=[C:19]2[C:18]3[C:23](=[N:24][CH:25]=[CH:26][C:17]=3[NH:16][C:13]3[CH:12]=[CH:11][C:10]([NH:9][C:1](=[O:8])[C:2]4[CH:7]=[CH:6][CH:5]=[CH:4][CH:3]=4)=[CH:15][CH:14]=3)[NH:22][C:21](=[O:27])[C:20]=12)=[O:34], predict the reactants needed to synthesize it. The reactants are: [C:1]([NH:9][C:10]1[CH:15]=[CH:14][C:13]([NH:16][C:17]2[CH:26]=[CH:25][N:24]=[C:23]3[C:18]=2[C:19]2[C:20](=[C:28]([C:32]([OH:34])=O)[CH:29]=[CH:30][CH:31]=2)[C:21](=[O:27])[NH:22]3)=[CH:12][CH:11]=1)(=[O:8])[C:2]1[CH:7]=[CH:6][CH:5]=[CH:4][CH:3]=1.[CH:35]1[N:39]=[CH:38][N:37]([C:40](N2C=NC=C2)=O)[CH:36]=1.CN(C)CCN. (4) Given the product [C:24]([Si:21]([CH3:23])([CH3:22])[O:20][C:17]1[CH:16]=[CH:15][C:14]([C:11]2[C:10]([C:28]3[CH:33]=[CH:32][CH:31]=[CH:30][CH:29]=3)=[C:9]([C:6]3([CH2:4][OH:3])[CH2:8][CH2:7]3)[O:13][N:12]=2)=[CH:19][CH:18]=1)([CH3:27])([CH3:26])[CH3:25], predict the reactants needed to synthesize it. The reactants are: C([O:3][C:4]([C:6]1([C:9]2[O:13][N:12]=[C:11]([C:14]3[CH:19]=[CH:18][C:17]([O:20][Si:21]([C:24]([CH3:27])([CH3:26])[CH3:25])([CH3:23])[CH3:22])=[CH:16][CH:15]=3)[C:10]=2[C:28]2[CH:33]=[CH:32][CH:31]=[CH:30][CH:29]=2)[CH2:8][CH2:7]1)=O)C.[H-].[Al+3].[Li+].[H-].[H-].[H-].[Cl-].[NH4+].O. (5) Given the product [Br:1][C:2]1[CH:7]=[C:6]([O:8][CH3:9])[C:5]([CH:10]2[C:14](=[O:15])[CH:13]3[CH:12]([CH:22]4[O:21][CH:25]3[CH:24]=[CH:23]4)[C:11]2=[O:16])=[C:4]([F:17])[CH:3]=1, predict the reactants needed to synthesize it. The reactants are: [Br:1][C:2]1[CH:7]=[C:6]([O:8][CH3:9])[C:5]([CH:10]2[C:14](=[O:15])[CH:13]=[CH:12][C:11]2=[O:16])=[C:4]([F:17])[CH:3]=1.[I-].[I-].[Mg+2].[O:21]1[CH:25]=[CH:24][CH:23]=[CH:22]1. (6) Given the product [Cl:20][C:6]1[CH:5]=[N:4][CH:3]=[C:2]([Cl:1])[C:7]=1[S:8][C:9]1[S:13][C:12]([C:14]([NH:55][C:54]2[CH:56]=[CH:57][C:51]([O:50][CH2:49][CH2:48][CH2:47][N:46]([CH3:60])[CH3:45])=[C:52]([O:58][CH3:59])[CH:53]=2)=[O:16])=[CH:11][C:10]=1[N+:17]([O-:19])=[O:18], predict the reactants needed to synthesize it. The reactants are: [Cl:1][C:2]1[CH:3]=[N:4][CH:5]=[C:6]([Cl:20])[C:7]=1[S:8][C:9]1[S:13][C:12]([C:14]([OH:16])=O)=[CH:11][C:10]=1[N+:17]([O-:19])=[O:18].F[P-](F)(F)(F)(F)F.N1(OC(N(C)C)=[N+](C)C)C2N=CC=CC=2N=N1.[CH3:45][N:46]([CH3:60])[CH2:47][CH2:48][CH2:49][O:50][C:51]1[CH:57]=[CH:56][C:54]([NH2:55])=[CH:53][C:52]=1[O:58][CH3:59]. (7) Given the product [Si:6]([O:13][CH2:14][C:15]1[N:20]=[C:19]([N:21]=[C:22]2[N:26]([CH2:27][O:28][CH3:29])[CH:25]=[C:24]([F:40])[S:23]2)[CH:18]=[CH:17][CH:16]=1)([C:9]([CH3:12])([CH3:11])[CH3:10])([CH3:8])[CH3:7], predict the reactants needed to synthesize it. The reactants are: C([Li])CCC.[Si:6]([O:13][CH2:14][C:15]1[N:20]=[C:19]([N:21]=[C:22]2[N:26]([CH2:27][O:28][CH3:29])[CH:25]=[CH:24][S:23]2)[CH:18]=[CH:17][CH:16]=1)([C:9]([CH3:12])([CH3:11])[CH3:10])([CH3:8])[CH3:7].C1C=CC(S(N(S(C2C=CC=CC=2)(=O)=O)[F:40])(=O)=O)=CC=1.C(O)(=O)C. (8) Given the product [C:15]([O:14][C:12]([N:19]1[CH2:24][CH2:23][N:22]([C:2]2[N:7]=[N:6][C:5]([C:8]([F:11])([F:10])[F:9])=[CH:4][CH:3]=2)[CH2:21][CH2:20]1)=[O:13])([CH3:18])([CH3:16])[CH3:17], predict the reactants needed to synthesize it. The reactants are: Cl[C:2]1[N:7]=[N:6][C:5]([C:8]([F:11])([F:10])[F:9])=[CH:4][CH:3]=1.[C:12]([N:19]1[CH2:24][CH2:23][NH:22][CH2:21][CH2:20]1)([O:14][C:15]([CH3:18])([CH3:17])[CH3:16])=[O:13].C(N(C(C)C)CC)(C)C. (9) Given the product [C:13]([C:21]1[CH:22]=[CH:23][C:24]([C:25]([NH:12][C:10]2[S:9][C:7]3[C:6]([N:11]=2)=[CH:5][CH:4]=[C:3]([O:2][CH3:1])[N:8]=3)=[O:26])=[CH:28][CH:29]=1)(=[O:20])[C:14]1[CH:15]=[CH:16][CH:17]=[CH:18][CH:19]=1, predict the reactants needed to synthesize it. The reactants are: [CH3:1][O:2][C:3]1[N:8]=[C:7]2[S:9][C:10]([NH2:12])=[N:11][C:6]2=[CH:5][CH:4]=1.[C:13]([C:21]1[CH:29]=[CH:28][C:24]([C:25](O)=[O:26])=[CH:23][CH:22]=1)(=[O:20])[C:14]1[CH:19]=[CH:18][CH:17]=[CH:16][CH:15]=1.CN(C(ON1N=NC2C=CC=CC1=2)=[N+](C)C)C.[B-](F)(F)(F)F.C(N(CC)CC)C. (10) The reactants are: [NH2:1][C:2]1[CH:7]=[CH:6][C:5]([C:8]2[N:13]=[C:12]([NH2:14])[N:11]=[C:10]([NH:15][CH3:16])[CH:9]=2)=[CH:4][CH:3]=1.C(N(CC)CC)C.[C:24](Cl)(=[O:27])[CH:25]=[CH2:26]. Given the product [NH2:14][C:12]1[N:13]=[C:8]([C:5]2[CH:4]=[CH:3][C:2]([NH:1][C:24](=[O:27])[CH:25]=[CH2:26])=[CH:7][CH:6]=2)[CH:9]=[C:10]([NH:15][CH3:16])[N:11]=1, predict the reactants needed to synthesize it.